This data is from Catalyst prediction with 721,799 reactions and 888 catalyst types from USPTO. The task is: Predict which catalyst facilitates the given reaction. (1) Reactant: [CH3:1][C:2]1[CH:6]=[C:5]([NH2:7])[N:4]([C:8]2[CH:13]=[CH:12][CH:11]=[CH:10][N:9]=2)[N:3]=1.[C:14](OCC)(=[O:19])[CH2:15][C:16]([CH3:18])=O.[OH-].[Na+]. Product: [CH3:1][C:2]1[C:6]2[C:14]([OH:19])=[CH:15][C:16]([CH3:18])=[N:7][C:5]=2[N:4]([C:8]2[CH:13]=[CH:12][CH:11]=[CH:10][N:9]=2)[N:3]=1. The catalyst class is: 6. (2) Reactant: C(OC([NH:8][CH2:9][C:10]1[O:14][N:13]=[C:12]([C@@H:15]2[CH2:19][C:18](=[N:20][O:21][CH3:22])[CH2:17][N:16]2[C:23]([C:25]2[CH:30]=[CH:29][C:28]([C:31]3[CH:36]=[CH:35][CH:34]=[CH:33][CH:32]=3)=[CH:27][CH:26]=2)=[O:24])[N:11]=1)=O)(C)(C)C.C(O)(C(F)(F)F)=O.C(Cl)Cl.C(=O)([O-])[O-].[Na+].[Na+].[CH3:53][N:54]([CH2:56][C:57]([OH:59])=O)[CH3:55].C(Cl)CCl. Product: [C:28]1([C:31]2[CH:36]=[CH:35][CH:34]=[CH:33][CH:32]=2)[CH:27]=[CH:26][C:25]([C:23]([N:16]2[CH2:17][C:18](=[N:20][O:21][CH3:22])[CH2:19][C@H:15]2[C:12]2[N:11]=[C:10]([CH2:9][NH:8][C:57](=[O:59])[CH2:56][N:54]([CH3:55])[CH3:53])[O:14][N:13]=2)=[O:24])=[CH:30][CH:29]=1. The catalyst class is: 142.